This data is from Catalyst prediction with 721,799 reactions and 888 catalyst types from USPTO. The task is: Predict which catalyst facilitates the given reaction. (1) Product: [CH3:27][O:26][C:23]1[CH:22]=[CH:21][C:20]([CH2:19][N:17]2[CH:18]=[C:14]([C:12]3[N:13]=[C:9]([O:7][C:2]4[CH:3]=[CH:4][CH:5]=[CH:6][N:1]=4)[S:10][C:11]=3[C:28]#[N:29])[CH:15]=[N:16]2)=[CH:25][CH:24]=1. Reactant: [N:1]1[CH:6]=[CH:5][CH:4]=[CH:3][C:2]=1[OH:7].Br[C:9]1[S:10][C:11]([C:28]#[N:29])=[C:12]([C:14]2[CH:15]=[N:16][N:17]([CH2:19][C:20]3[CH:25]=[CH:24][C:23]([O:26][CH3:27])=[CH:22][CH:21]=3)[CH:18]=2)[N:13]=1. The catalyst class is: 12. (2) Reactant: [CH3:1][O:2][CH2:3][CH2:4][O:5][C:6]1[CH:7]=[C:8]2[C:12](=[C:13]([N:15]([CH3:25])[S:16]([C:19]3[CH:24]=[CH:23][CH:22]=[CH:21][N:20]=3)(=[O:18])=[O:17])[CH:14]=1)[NH:11][C:10]([C:26]1[S:27][CH:28]([CH2:31][C:32](O)=[O:33])[CH2:29][N:30]=1)=[CH:9]2.N1(O)C2C=CC=CC=2N=N1.Cl.CN(C)CCCN=C=NCC.[CH3:57][NH:58][CH2:59][CH2:60][OH:61]. Product: [OH:61][CH2:60][CH2:59][N:58]([CH3:57])[C:32](=[O:33])[CH2:31][CH:28]1[S:27][C:26]([C:10]2[NH:11][C:12]3[C:8]([CH:9]=2)=[CH:7][C:6]([O:5][CH2:4][CH2:3][O:2][CH3:1])=[CH:14][C:13]=3[N:15]([CH3:25])[S:16]([C:19]2[CH:24]=[CH:23][CH:22]=[CH:21][N:20]=2)(=[O:17])=[O:18])=[N:30][CH2:29]1. The catalyst class is: 145. (3) Reactant: [NH2:1][CH2:2][CH:3]1[CH2:6][CH2:5][N:4]1[C:7]([O:9][C:10]([CH3:13])([CH3:12])[CH3:11])=[O:8].[CH:14](=O)[C:15]1[CH:20]=[CH:19][CH:18]=[CH:17][CH:16]=1.[BH4-].[Na+]. Product: [CH2:14]([NH:1][CH2:2][CH:3]1[CH2:6][CH2:5][N:4]1[C:7]([O:9][C:10]([CH3:13])([CH3:12])[CH3:11])=[O:8])[C:15]1[CH:20]=[CH:19][CH:18]=[CH:17][CH:16]=1. The catalyst class is: 5. (4) Reactant: Cl[C:2]1[CH:7]=[CH:6][C:5]([Cl:8])=[CH:4][C:3]=1[C:9]1[CH:14]=[CH:13][C:12]([CH2:15][C@@H:16]([NH:23][C:24](=[O:30])[CH2:25][CH2:26][C:27]([OH:29])=[O:28])[CH2:17][C:18]([O:20]CC)=[O:19])=[CH:11][CH:10]=1.[OH-].[Na+]. Product: [C:18]([CH2:17][C@H:16]([NH:23][C:24](=[O:30])[CH2:25][CH2:26][C:27]([OH:29])=[O:28])[CH2:15][C:12]1[CH:13]=[CH:14][C:9]([C:3]2[CH:2]=[CH:7][CH:6]=[C:5]([Cl:8])[CH:4]=2)=[CH:10][CH:11]=1)([OH:20])=[O:19]. The catalyst class is: 36. (5) Reactant: [C:1]([C:4]1[CH:16]=[CH:15][C:14]2[C:13]3[C:8](=[CH:9][CH:10]=[CH:11][CH:12]=3)[CH2:7][C:6]=2[CH:5]=1)(=[O:3])[CH3:2].[OH-].[K+].[I-].[K+].O. Product: [CH2:2]([C:7]1([CH2:7][CH2:6][CH2:14][CH3:13])[C:6]2[CH:5]=[C:4]([C:1](=[O:3])[CH3:2])[CH:16]=[CH:15][C:14]=2[C:13]2[C:8]1=[CH:9][CH:10]=[CH:11][CH:12]=2)[CH2:1][CH2:4][CH3:5]. The catalyst class is: 16. (6) Reactant: C1(P(C2C=CC=CC=2)C2C=CC=CC=2)C=CC=CC=1.[C:20]([O:24][C:25]([N:27]1[CH2:32][CH2:31][CH:30]([CH2:33][CH2:34]O)[CH2:29][CH2:28]1)=[O:26])([CH3:23])([CH3:22])[CH3:21].[Br:36]C(Br)(Br)Br. Product: [C:20]([O:24][C:25]([N:27]1[CH2:32][CH2:31][CH:30]([CH2:33][CH2:34][Br:36])[CH2:29][CH2:28]1)=[O:26])([CH3:23])([CH3:22])[CH3:21]. The catalyst class is: 665. (7) Reactant: [C:1]([C:5]1[N:9]([CH2:10][CH:11]2[CH2:16][CH2:15][O:14][CH2:13][CH2:12]2)[C:8]2[CH:17]=[CH:18][C:19]([S:21](Cl)(=[O:23])=[O:22])=[CH:20][C:7]=2[N:6]=1)([CH3:4])([CH3:3])[CH3:2].Cl.[CH3:26][O:27][C:28]([CH:30]1[CH2:34][CH2:33][NH:32][CH2:31]1)=[O:29]. Product: [C:1]([C:5]1[N:9]([CH2:10][CH:11]2[CH2:16][CH2:15][O:14][CH2:13][CH2:12]2)[C:8]2[CH:17]=[CH:18][C:19]([S:21]([N:32]3[CH2:33][CH2:34][CH:30]([C:28]([O:27][CH3:26])=[O:29])[CH2:31]3)(=[O:23])=[O:22])=[CH:20][C:7]=2[N:6]=1)([CH3:4])([CH3:3])[CH3:2]. The catalyst class is: 26. (8) Reactant: [Br:1][C:2]1[CH:3]=[CH:4][C:5]([OH:11])=[C:6]([C:8](=[O:10])[CH3:9])[CH:7]=1.[O:12]1[CH2:17][CH2:16][CH2:15][CH:14]([CH:18]=O)[CH2:13]1.N1CCCC1. Product: [Br:1][C:2]1[CH:7]=[C:6]2[C:5](=[CH:4][CH:3]=1)[O:11][CH:18]([CH:14]1[CH2:15][CH2:16][CH2:17][O:12][CH2:13]1)[CH2:9][C:8]2=[O:10]. The catalyst class is: 5. (9) Reactant: [C:1]([O:5][C:6]([N:8]1[CH2:13][CH2:12][N:11]([C:14]2[CH:22]=[CH:21][CH:20]=[C:19]3[C:15]=2[C:16]([Br:23])=[CH:17][NH:18]3)[CH2:10][CH2:9]1)=[O:7])([CH3:4])([CH3:3])[CH3:2].CC(C)([O-])C.[Na+].[C:30]1([S:36](Cl)(=[O:38])=[O:37])[CH:35]=[CH:34][CH:33]=[CH:32][CH:31]=1. Product: [C:1]([O:5][C:6]([N:8]1[CH2:9][CH2:10][N:11]([C:14]2[CH:22]=[CH:21][CH:20]=[C:19]3[C:15]=2[C:16]([Br:23])=[CH:17][N:18]3[S:36]([C:30]2[CH:35]=[CH:34][CH:33]=[CH:32][CH:31]=2)(=[O:38])=[O:37])[CH2:12][CH2:13]1)=[O:7])([CH3:4])([CH3:2])[CH3:3]. The catalyst class is: 48.